Predict which catalyst facilitates the given reaction. From a dataset of Catalyst prediction with 721,799 reactions and 888 catalyst types from USPTO. (1) Reactant: [OH:1][C:2]1[CH:7]=[CH:6][CH:5]=[CH:4][C:3]=1[C:8]([C:10]1[CH:15]=[CH:14][C:13]([O:16][CH2:17][C:18]2[N:19]=[C:20]([C:24]3[CH:29]=[CH:28][CH:27]=[CH:26][CH:25]=3)[O:21][C:22]=2[CH3:23])=[CH:12][CH:11]=1)=[O:9].Br[CH2:31][C:32]([O:34]CC)=[O:33].C(=O)([O-])[O-].[K+].[K+].CN(C)C=O. Product: [CH3:23][C:22]1[O:21][C:20]([C:24]2[CH:25]=[CH:26][CH:27]=[CH:28][CH:29]=2)=[N:19][C:18]=1[CH2:17][O:16][C:13]1[CH:12]=[CH:11][C:10]([C:8]([C:3]2[CH:4]=[CH:5][CH:6]=[CH:7][C:2]=2[O:1][CH2:31][C:32]([OH:34])=[O:33])=[O:9])=[CH:15][CH:14]=1. The catalyst class is: 6. (2) Reactant: [CH2:1]([O:3][CH2:4][C:5]1[N:6]([CH2:29][C:30]([OH:33])([CH3:32])[CH3:31])[C:7]2[C:16]3[CH:15]=[CH:14][CH:13]=[CH:12][C:11]=3[N:10]=[C:9]([N:17]3[C:25](=[O:26])[C:24]4[C:19](=[CH:20][CH:21]=[CH:22][CH:23]=4)[C:18]3=[O:27])[C:8]=2[N:28]=1)[CH3:2].[O:34]=[C:35]1[C:43]2[C:38](=[CH:39][CH:40]=[CH:41][CH:42]=2)[C:37](=[O:44])[N:36]1[CH2:45][C:46](O)=[O:47].N1(C2C=CN=CC=2)CCCC1.C(N=C=NC(C)C)(C)C. Product: [O:34]=[C:35]1[C:43]2[C:38](=[CH:39][CH:40]=[CH:41][CH:42]=2)[C:37](=[O:44])[N:36]1[CH2:45][C:46]([O:33][C:30]([CH3:32])([CH3:31])[CH2:29][N:6]1[C:7]2[C:16]3[CH:15]=[CH:14][CH:13]=[CH:12][C:11]=3[N:10]=[C:9]([N:17]3[C:18](=[O:27])[C:19]4[C:24](=[CH:23][CH:22]=[CH:21][CH:20]=4)[C:25]3=[O:26])[C:8]=2[N:28]=[C:5]1[CH2:4][O:3][CH2:1][CH3:2])=[O:47]. The catalyst class is: 2. (3) Reactant: F[P-](F)(F)(F)(F)F.N1(OC(N(C)C)=[N+](C)C)C2N=CC=CC=2N=N1.C(N(C(C)C)CC)(C)C.[C:34]([O:38][C:39]([N:41]1[CH2:46][CH2:45][S:44][CH:43]([C:47]([OH:49])=O)[CH2:42]1)=[O:40])([CH3:37])([CH3:36])[CH3:35].[NH2:50][C:51]1[CH:52]=[C:53]2[C:57](=[CH:58][CH:59]=1)[NH:56][N:55]=[C:54]2[C:60]([O:62][CH3:63])=[O:61]. Product: [CH3:63][O:62][C:60]([C:54]1[C:53]2[C:57](=[CH:58][CH:59]=[C:51]([NH:50][C:47]([CH:43]3[S:44][CH2:45][CH2:46][N:41]([C:39]([O:38][C:34]([CH3:35])([CH3:36])[CH3:37])=[O:40])[CH2:42]3)=[O:49])[CH:52]=2)[NH:56][N:55]=1)=[O:61]. The catalyst class is: 3. (4) Reactant: [NH2:1][C:2]1[N:10]=[CH:9][N:8]=[C:7]2[C:3]=1[N:4]=[C:5]([S:26][C:27]1[C:35]([Br:36])=[CH:34][C:30]3[O:31][CH2:32][O:33][C:29]=3[CH:28]=1)[N:6]2[CH2:11][CH2:12][CH:13]1[CH2:18][CH2:17][CH2:16][N:15](C(OC(C)(C)C)=O)[CH2:14]1.Cl. Product: [Br:36][C:35]1[C:27]([S:26][C:5]2[N:6]([CH2:11][CH2:12][CH:13]3[CH2:18][CH2:17][CH2:16][NH:15][CH2:14]3)[C:7]3[C:3]([N:4]=2)=[C:2]([NH2:1])[N:10]=[CH:9][N:8]=3)=[CH:28][C:29]2[O:33][CH2:32][O:31][C:30]=2[CH:34]=1. The catalyst class is: 13. (5) Reactant: C(O)(C(F)(F)F)=O.[CH3:8][NH:9][C:10](=[O:33])[C@@H:11]([NH:25]C(=O)OC(C)(C)C)[CH:12]([C:19]1[CH:24]=[CH:23][CH:22]=[CH:21][CH:20]=1)[C:13]1[CH:18]=[CH:17][CH:16]=[CH:15][CH:14]=1. Product: [NH2:25][C@@H:11]([CH:12]([C:19]1[CH:24]=[CH:23][CH:22]=[CH:21][CH:20]=1)[C:13]1[CH:14]=[CH:15][CH:16]=[CH:17][CH:18]=1)[C:10]([NH:9][CH3:8])=[O:33]. The catalyst class is: 2. (6) The catalyst class is: 103. Reactant: [C:1]([C:3]1[CH:8]=[CH:7][C:6](B(O)O)=[CH:5][C:4]=1[F:12])#[N:2].Cl[C:14]1[N:19]=[C:18]([NH2:20])[N:17]=[C:16]([NH:21][CH2:22][C:23]2[CH:28]=[CH:27][CH:26]=[CH:25][CH:24]=2)[CH:15]=1.O1CCOCC1.C([O-])(O)=O.[Na+]. Product: [NH2:20][C:18]1[N:19]=[C:14]([C:6]2[CH:7]=[CH:8][C:3]([C:1]#[N:2])=[C:4]([F:12])[CH:5]=2)[CH:15]=[C:16]([NH:21][CH2:22][C:23]2[CH:24]=[CH:25][CH:26]=[CH:27][CH:28]=2)[N:17]=1.